From a dataset of Forward reaction prediction with 1.9M reactions from USPTO patents (1976-2016). Predict the product of the given reaction. (1) Given the reactants [N+](C1C=C(C2[NH:14][C:13]3[CH:15]=[CH:16][C:17]([C:19](N)=[O:20])=[CH:18][C:12]=3N=2)C=CC=1)([O-])=O.NC1C=CC(C=O)=CC=1.N1C=CC=CC=1.[Cl:37][C:38]1[CH:39]=[C:40]([S:45](Cl)(=[O:47])=[O:46])[CH:41]=[CH:42][C:43]=1[Cl:44], predict the reaction product. The product is: [Cl:37][C:38]1[CH:39]=[C:40]([S:45]([NH:14][C:13]2[CH:12]=[CH:18][C:17]([CH:19]=[O:20])=[CH:16][CH:15]=2)(=[O:46])=[O:47])[CH:41]=[CH:42][C:43]=1[Cl:44]. (2) Given the reactants [Cl:1][C:2]1[CH:3]=[CH:4][C:5]2[N:6]([C:8]([C:11]([C:13]3[CH:14]=[C:15]4[C:19](=[CH:20][C:21]=3[F:22])[N:18]([CH3:23])[N:17]=[CH:16]4)=[O:12])=[CH:9][N:10]=2)[N:7]=1.[CH3:24][Mg]Br, predict the reaction product. The product is: [Cl:1][C:2]1[CH:3]=[CH:4][C:5]2[N:6]([C:8]([C:11]([C:13]3[CH:14]=[C:15]4[C:19](=[CH:20][C:21]=3[F:22])[N:18]([CH3:23])[N:17]=[CH:16]4)([OH:12])[CH3:24])=[CH:9][N:10]=2)[N:7]=1. (3) The product is: [CH3:1][N:2]([CH3:3])[C:5]([CH:7]([CH3:29])[CH2:8][CH2:9][N:10]1[C:14]2[CH:15]=[CH:16][CH:17]=[C:18]([CH3:19])[C:13]=2[N:12]=[C:11]1[CH2:20][O:21][C:22]1[CH:27]=[CH:26][C:25]([Cl:28])=[CH:24][CH:23]=1)=[O:6]. Given the reactants [CH3:1][NH:2][CH3:3].Cl[C:5]([CH:7]([CH3:29])[CH2:8][CH2:9][N:10]1[C:14]2[CH:15]=[CH:16][CH:17]=[C:18]([CH3:19])[C:13]=2[N:12]=[C:11]1[CH2:20][O:21][C:22]1[CH:27]=[CH:26][C:25]([Cl:28])=[CH:24][CH:23]=1)=[O:6], predict the reaction product. (4) The product is: [Br:1][C:2]1[CH:3]=[N:4][C:5]2[N:6]([N:8]=[C:9]([C:11]([N:25]3[CH2:24][CH2:23][C:22]4[C:27](=[CH:28][CH:29]=[C:20]([C:19]5[C:15]([CH3:14])=[N:16][O:17][C:18]=5[CH3:31])[CH:21]=4)[CH:26]3[CH3:30])=[O:13])[CH:10]=2)[CH:7]=1. Given the reactants [Br:1][C:2]1[CH:3]=[N:4][C:5]2[N:6]([N:8]=[C:9]([C:11]([OH:13])=O)[CH:10]=2)[CH:7]=1.[CH3:14][C:15]1[C:19]([C:20]2[CH:21]=[C:22]3[C:27](=[CH:28][CH:29]=2)[CH:26]([CH3:30])[NH:25][CH2:24][CH2:23]3)=[C:18]([CH3:31])[O:17][N:16]=1, predict the reaction product. (5) Given the reactants [CH2:1]([O:8][C:9]([NH:11][C@H:12]1[CH2:16][CH2:15][N:14]([C@H:17]2[CH2:22][CH2:21][N:20](C(OC(C)(C)C)=O)[CH2:19][C@H:18]2[C:30]([O:32][CH3:33])=[O:31])[C:13]1=[O:34])=[O:10])[C:2]1[CH:7]=[CH:6][CH:5]=[CH:4][CH:3]=1.C(O)(C(F)(F)F)=O, predict the reaction product. The product is: [CH2:1]([O:8][C:9]([NH:11][C@H:12]1[CH2:16][CH2:15][N:14]([C@H:17]2[CH2:22][CH2:21][NH:20][CH2:19][C@H:18]2[C:30]([O:32][CH3:33])=[O:31])[C:13]1=[O:34])=[O:10])[C:2]1[CH:7]=[CH:6][CH:5]=[CH:4][CH:3]=1. (6) Given the reactants [OH:1][N:2]([C:10]1([CH3:26])[C:14](=[O:15])[NH:13][N:12]=[C:11]1[C:16]1[CH:21]=[CH:20][C:19]([S:22]([CH3:25])(=[O:24])=[O:23])=[CH:18][CH:17]=1)C(=O)OC(C)(C)C.C(O)(C(F)(F)F)=O, predict the reaction product. The product is: [OH:1][NH:2][C:10]1([CH3:26])[C:14](=[O:15])[NH:13][N:12]=[C:11]1[C:16]1[CH:17]=[CH:18][C:19]([S:22]([CH3:25])(=[O:24])=[O:23])=[CH:20][CH:21]=1. (7) Given the reactants [O:1]([S:9]([C:12]([F:15])([F:14])[F:13])(=[O:11])=[O:10])S(C(F)(F)F)(=O)=O.[CH3:16][O:17][C:18](=[O:25])[C:19](CO)([CH3:22])[CH2:20][OH:21], predict the reaction product. The product is: [CH3:16][O:17][C:18](=[O:25])[C:19]([CH3:22])([O:1][S:9]([C:12]([F:13])([F:14])[F:15])(=[O:10])=[O:11])[CH2:20][O:21][S:9]([C:12]([F:15])([F:14])[F:13])(=[O:10])=[O:1].